From a dataset of Full USPTO retrosynthesis dataset with 1.9M reactions from patents (1976-2016). Predict the reactants needed to synthesize the given product. (1) Given the product [CH3:2][CH:3]1[CH2:4][N:5]([C:9]2[CH:14]=[CH:13][CH:12]=[CH:11][N:10]=2)[CH2:6][CH2:7][N:8]1[CH2:16][C:17]1[NH:21][C:20]2[CH:22]=[CH:23][CH:24]=[CH:25][C:19]=2[N:18]=1, predict the reactants needed to synthesize it. The reactants are: Br.[CH3:2][CH:3]1[NH:8][CH2:7][CH2:6][N:5]([C:9]2[CH:14]=[CH:13][CH:12]=[CH:11][N:10]=2)[CH2:4]1.Cl[CH2:16][C:17]1[NH:21][C:20]2[CH:22]=[CH:23][CH:24]=[CH:25][C:19]=2[N:18]=1.C(=O)([O-])[O-].[Cs+].[Cs+]. (2) The reactants are: C([O:5][N:6]=[C:7]1[C:16]2[C:11](=[CH:12][CH:13]=[C:14]([OH:17])[CH:15]=2)[O:10][C:9]([C:18]2[N:23]=[CH:22][C:21]3[CH:24]=[CH:25][S:26][C:20]=3[CH:19]=2)=[CH:8]1)(C)(C)C.Cl.[Cl:28][CH2:29][CH2:30][CH2:31][C:32]1[CH:37]=[CH:36][N:35]=[CH:34][CH:33]=1.N1C=CC(CCCO)=CC=1. Given the product [ClH:28].[N:35]1[CH:36]=[CH:37][C:32]([CH2:31][CH2:30][CH2:29][O:17][C:14]2[CH:15]=[C:16]3[C:11](=[CH:12][CH:13]=2)[O:10][C:9]([C:18]2[N:23]=[CH:22][C:21]4[CH:24]=[CH:25][S:26][C:20]=4[CH:19]=2)=[CH:8][C:7]3=[N:6][OH:5])=[CH:33][CH:34]=1, predict the reactants needed to synthesize it.